From a dataset of Forward reaction prediction with 1.9M reactions from USPTO patents (1976-2016). Predict the product of the given reaction. (1) Given the reactants [C:1]([CH:4]1[CH2:8][N:7]([CH2:9][C:10]2[CH:15]=[CH:14][C:13]([O:16][CH3:17])=[CH:12][C:11]=2[O:18][CH3:19])[C:6](=[O:20])[CH2:5]1)(=[O:3])[CH3:2].[BH4-].[Na+], predict the reaction product. The product is: [CH3:19][O:18][C:11]1[CH:12]=[C:13]([O:16][CH3:17])[CH:14]=[CH:15][C:10]=1[CH2:9][N:7]1[CH2:8][CH:4]([CH:1]([OH:3])[CH3:2])[CH2:5][C:6]1=[O:20]. (2) The product is: [C:14]1(=[O:23])[C:15]2[C:20](=[CH:19][CH:18]=[CH:17][CH:16]=2)[C:21](=[O:22])[NH:13]1. Given the reactants NC1C=CC=C2C=1N=C(C1C=CC=CC=1Cl)C(C[N:13]1[C:21](=[O:22])[C:20]3[C:15](=[CH:16][CH:17]=[CH:18][CH:19]=3)[C:14]1=[O:23])=N2.CC(C)=O.Cl.N([O-])=O.[Na+].[I-].[K+], predict the reaction product. (3) Given the reactants C[O:2][C:3]([C:5]1[C:14]([C:15]#[C:16][Si](C)(C)C)=[C:13]([OH:21])[C:12]2[C:7](=[C:8]([N+:22]([O-:24])=[O:23])[CH:9]=[CH:10][CH:11]=2)[N:6]=1)=[O:4].[OH-].[K+].Cl, predict the reaction product. The product is: [C:15]([C:14]1[C:5]([C:3]([OH:4])=[O:2])=[N:6][C:7]2[C:12]([C:13]=1[OH:21])=[CH:11][CH:10]=[CH:9][C:8]=2[N+:22]([O-:24])=[O:23])#[CH:16]. (4) Given the reactants [C:1]([O:5][C:6]([N:8]1[CH2:13][CH2:12][N:11]([C:14]2[N:22]([CH2:23][C:24]3[CH:29]=[CH:28][CH:27]=[CH:26][CH:25]=3)[C:21]3[C:20](=[O:30])[NH:19][C:18](=[O:31])[N:17]([CH3:32])[C:16]=3[N:15]=2)[CH2:10][CH2:9]1)=[O:7])([CH3:4])([CH3:3])[CH3:2].C(=O)([O-])[O-].[K+].[K+].Br[CH2:40][C:41]([O:43][CH2:44][CH3:45])=[O:42], predict the reaction product. The product is: [C:1]([O:5][C:6]([N:8]1[CH2:13][CH2:12][N:11]([C:14]2[N:22]([CH2:23][C:24]3[CH:25]=[CH:26][CH:27]=[CH:28][CH:29]=3)[C:21]3[C:20](=[O:30])[N:19]([CH2:40][C:41]([O:43][CH2:44][CH3:45])=[O:42])[C:18](=[O:31])[N:17]([CH3:32])[C:16]=3[N:15]=2)[CH2:10][CH2:9]1)=[O:7])([CH3:4])([CH3:3])[CH3:2]. (5) Given the reactants [F:1][C:2]1[C:7]2[N:8]([CH3:12])[C:9](=[O:11])[O:10][C:6]=2[CH:5]=[C:4]([N+:13]([O-])=O)[CH:3]=1.[Cl-].[NH4+], predict the reaction product. The product is: [NH2:13][C:4]1[CH:3]=[C:2]([F:1])[C:7]2[N:8]([CH3:12])[C:9](=[O:11])[O:10][C:6]=2[CH:5]=1. (6) Given the reactants CC1(C)C(C)(C)OB(C2C=CC([N:15]([C:23]3[CH:28]=[CH:27][C:26](C)=[CH:25][CH:24]=3)[C:16]3[CH:21]=[CH:20][C:19]([CH3:22])=[CH:18][CH:17]=3)=CC=2)O1.Br[C:32]1[CH:33]=[CH:34][C:35]2[C:39](C3C=CC(C)=CC=3)=[C:38](C3C=CC(C)=CC=3)[S:37][C:36]=2[CH:54]=1, predict the reaction product. The product is: [C:19]1([CH3:22])[CH:20]=[CH:21][C:16]([NH:15][C:24]2[C:23]([NH:15][C:16]3[CH:17]=[CH:18][C:19]([CH3:22])=[CH:20][CH:21]=3)=[CH:28][CH:27]=[CH:26][C:25]=2[C:38]2[S:37][C:36]3[CH:54]=[CH:32][CH:33]=[CH:34][C:35]=3[CH:39]=2)=[CH:17][CH:18]=1.